From a dataset of Full USPTO retrosynthesis dataset with 1.9M reactions from patents (1976-2016). Predict the reactants needed to synthesize the given product. Given the product [N:1]12[CH2:9][CH:5]([CH2:6][CH2:7][CH2:8]1)[CH:4]([OH:10])[CH2:3][CH2:2]2, predict the reactants needed to synthesize it. The reactants are: [N:1]12[CH2:9][CH:5]([CH2:6][CH2:7][CH2:8]1)[C:4](=[O:10])[CH2:3][CH2:2]2.[BH4-].[Na+].O.